Dataset: Full USPTO retrosynthesis dataset with 1.9M reactions from patents (1976-2016). Task: Predict the reactants needed to synthesize the given product. (1) Given the product [CH2:52]([OH:63])[C@H:53]1[O:58][C@H:57]([O:59][C@:22]2([CH2:21][OH:20])[O:26][C@H:25]([CH2:69][OH:70])[C@@H:24]([OH:37])[C@@H:23]2[OH:38])[C@H:56]([OH:60])[C@@H:55]([OH:61])[C@@H:54]1[OH:62], predict the reactants needed to synthesize it. The reactants are: C(SCCNC(=O)CCNC(=O)[C@H](O)C(C)(C)COP(O)(=O)OP(O)(=O)[O:20][CH2:21][C@H:22]1[O:26][C@@H:25](N2C3N=CN=C(N)C=3N=C2)[C@H:24]([OH:37])[C@@H:23]1[O:38]P(O)(O)=O)(=O)C.[CH2:52]([O:63]P(O)(O)=O)[C@H:53]1[O:58][C@@H:57]([OH:59])[C@H:56]([OH:60])[C@@H:55]([OH:61])[C@@H:54]1[OH:62].C([O-])(=O)[C:69](C)=[O:70]. (2) The reactants are: [CH2:1]([O:3][C:4](=[O:20])[C:5]([O:8][C:9]1[CH:14]=[CH:13][C:12]([CH:15]([NH2:18])[CH2:16][CH3:17])=[CH:11][C:10]=1[CH3:19])([CH3:7])[CH3:6])[CH3:2].[CH:21]1([C:24]2[C:29]([C:30](O)=[O:31])=[CH:28][N:27]=[C:26]([C:33]3[CH:38]=[CH:37][C:36]([C:39]([F:42])([F:41])[F:40])=[CH:35][CH:34]=3)[N:25]=2)[CH2:23][CH2:22]1. Given the product [CH2:1]([O:3][C:4](=[O:20])[C:5]([O:8][C:9]1[CH:14]=[CH:13][C:12]([CH:15]([NH:18][C:30]([C:29]2[C:24]([CH:21]3[CH2:23][CH2:22]3)=[N:25][C:26]([C:33]3[CH:34]=[CH:35][C:36]([C:39]([F:41])([F:42])[F:40])=[CH:37][CH:38]=3)=[N:27][CH:28]=2)=[O:31])[CH2:16][CH3:17])=[CH:11][C:10]=1[CH3:19])([CH3:6])[CH3:7])[CH3:2], predict the reactants needed to synthesize it. (3) Given the product [Cl:1][C:2]1[CH:7]=[C:6]([N+:8]([O-:10])=[O:9])[CH:5]=[CH:4][C:3]=1[O:11][CH2:16][C:15]1[CH:18]=[CH:19][CH:20]=[C:13]([F:12])[CH:14]=1, predict the reactants needed to synthesize it. The reactants are: [Cl:1][C:2]1[CH:7]=[C:6]([N+:8]([O-:10])=[O:9])[CH:5]=[CH:4][C:3]=1[OH:11].[F:12][C:13]1[CH:14]=[C:15]([CH:18]=[CH:19][CH:20]=1)[CH2:16]Br.